This data is from Forward reaction prediction with 1.9M reactions from USPTO patents (1976-2016). The task is: Predict the product of the given reaction. (1) The product is: [F:1][C:2]1[CH:3]=[CH:4][C:5]([C@@H:8]([NH:10][C:11]2[CH:16]=[C:15]([CH:17]3[CH2:18][CH2:19][N:20]([S:23]([CH3:26])(=[O:25])=[O:24])[CH2:21][CH2:22]3)[CH:14]=[C:13]([NH:27][C:28]3[CH:33]=[N:32][CH:31]=[CH:30][N:29]=3)[N:12]=2)[CH3:9])=[CH:6][CH:7]=1. Given the reactants [F:1][C:2]1[CH:7]=[CH:6][C:5]([C@@H:8]([NH:10][C:11]2[CH:16]=[C:15]([C:17]3[CH2:18][CH2:19][N:20]([S:23]([CH3:26])(=[O:25])=[O:24])[CH2:21][CH:22]=3)[CH:14]=[C:13]([NH:27][C:28]3[CH:33]=[N:32][CH:31]=[CH:30][N:29]=3)[N:12]=2)[CH3:9])=[CH:4][CH:3]=1.C([O-])=O.[NH4+], predict the reaction product. (2) Given the reactants [N:1]1([C:8]2[CH:9]=[CH:10][C:11]3[N:12]([C:14]([C:17]([F:20])([F:19])[F:18])=[N:15][N:16]=3)[N:13]=2)[CH2:7][CH2:6][CH2:5][NH:4][CH2:3][CH2:2]1.[F:21][C:22]([F:32])([F:31])[C:23]1[CH:30]=[CH:29][CH:28]=[CH:27][C:24]=1[CH:25]=O, predict the reaction product. The product is: [F:20][C:17]([F:18])([F:19])[C:14]1[N:12]2[N:13]=[C:8]([N:1]3[CH2:7][CH2:6][CH2:5][N:4]([CH2:25][C:24]4[CH:27]=[CH:28][CH:29]=[CH:30][C:23]=4[C:22]([F:21])([F:31])[F:32])[CH2:3][CH2:2]3)[CH:9]=[CH:10][C:11]2=[N:16][N:15]=1. (3) Given the reactants C[O:2][C:3]([C:5]1[S:6][C:7]2[N:8]=[CH:9][N:10]=[C:11]([NH:14][C:15]3[CH:20]=[CH:19][C:18]([F:21])=[C:17]([Cl:22])[CH:16]=3)[C:12]=2[N:13]=1)=[O:4].[OH-].[Na+], predict the reaction product. The product is: [Cl:22][C:17]1[CH:16]=[C:15]([NH:14][C:11]2[C:12]3[N:13]=[C:5]([C:3]([OH:4])=[O:2])[S:6][C:7]=3[N:8]=[CH:9][N:10]=2)[CH:20]=[CH:19][C:18]=1[F:21]. (4) Given the reactants [Cl:1][C:2]1[C:6]([Cl:7])=[C:5]([CH3:8])[NH:4][C:3]=1[C:9]([NH:11][CH:12]1[CH2:17][CH2:16][N:15]([C:18]2[N:23]=[C:22]([O:24][CH3:25])[N:21]=[C:20]([C:26](O)=[O:27])[CH:19]=2)[CH2:14][CH2:13]1)=[O:10].Cl.[O:30]([NH2:32])[CH3:31], predict the reaction product. The product is: [Cl:1][C:2]1[C:6]([Cl:7])=[C:5]([CH3:8])[NH:4][C:3]=1[C:9]([NH:11][CH:12]1[CH2:17][CH2:16][N:15]([C:18]2[N:23]=[C:22]([O:24][CH3:25])[N:21]=[C:20]([C:26]([NH:32][O:30][CH3:31])=[O:27])[CH:19]=2)[CH2:14][CH2:13]1)=[O:10]. (5) Given the reactants O=[C:2]1[NH:7][N:6]=[C:5]2[C:8]3[CH:16]=[CH:15][CH:14]=[CH:13][C:9]=3[CH2:10][CH2:11][CH2:12][C:4]2=[CH:3]1.O(Cl)[Cl:18].[P+3], predict the reaction product. The product is: [Cl:18][C:2]1[N:7]=[N:6][C:5]2[C:8]3[CH:16]=[CH:15][CH:14]=[CH:13][C:9]=3[CH2:10][CH2:11][CH2:12][C:4]=2[CH:3]=1.